From a dataset of Forward reaction prediction with 1.9M reactions from USPTO patents (1976-2016). Predict the product of the given reaction. Given the reactants Cl[C:2]1[CH:7]=[C:6]([S:8]([C:11]2[S:15][C:14]([CH2:16][N:17]([CH3:25])[C:18](=[O:24])[O:19][C:20]([CH3:23])([CH3:22])[CH3:21])=[CH:13][C:12]=2[C:26]2[C:27]([F:32])=[N:28][CH:29]=[CH:30][CH:31]=2)(=[O:10])=[O:9])[CH:5]=[CH:4][N:3]=1.C(N(CC)CC)C, predict the reaction product. The product is: [F:32][C:27]1[C:26]([C:12]2[CH:13]=[C:14]([CH2:16][N:17]([CH3:25])[C:18](=[O:24])[O:19][C:20]([CH3:21])([CH3:22])[CH3:23])[S:15][C:11]=2[S:8]([C:6]2[CH:5]=[CH:4][N:3]=[CH:2][CH:7]=2)(=[O:9])=[O:10])=[CH:31][CH:30]=[CH:29][N:28]=1.